Dataset: Reaction yield outcomes from USPTO patents with 853,638 reactions. Task: Predict the reaction yield, written as a fraction of the theoretical maximum amount of product (1.0 means a 100% yield; for example, 0.34 means a 34% yield). The reactants are [C:1]([N:4]1[CH2:9][CH2:8][C@H:7]([NH:10][C:11](=[O:20])[O:12][CH2:13][C:14]2[CH:19]=[CH:18][CH:17]=[CH:16][CH:15]=2)[C@H:6]([O:21][CH3:22])[CH2:5]1)(=[O:3])[NH2:2].Br[CH:24]([CH2:34][CH3:35])[C:25](=O)[C:26]([O:28][CH2:29][CH2:30]CC)=[O:27].[C:36](=O)(O)[O-].[Na+]. The catalyst is C1COCC1. The product is [CH2:13]([O:12][C:11]([NH:10][C@H:7]1[CH2:8][CH2:9][N:4]([C:1]2[O:3][C:24]([CH:34]([CH3:35])[CH3:36])=[C:25]([C:26]([O:28][CH2:29][CH3:30])=[O:27])[N:2]=2)[CH2:5][C@H:6]1[O:21][CH3:22])=[O:20])[C:14]1[CH:15]=[CH:16][CH:17]=[CH:18][CH:19]=1. The yield is 1.00.